From a dataset of NCI-60 drug combinations with 297,098 pairs across 59 cell lines. Regression. Given two drug SMILES strings and cell line genomic features, predict the synergy score measuring deviation from expected non-interaction effect. (1) Drug 1: COC1=NC(=NC2=C1N=CN2C3C(C(C(O3)CO)O)O)N. Drug 2: CCC1=C2CN3C(=CC4=C(C3=O)COC(=O)C4(CC)O)C2=NC5=C1C=C(C=C5)O. Cell line: IGROV1. Synergy scores: CSS=8.69, Synergy_ZIP=-1.84, Synergy_Bliss=1.77, Synergy_Loewe=-92.3, Synergy_HSA=-2.57. (2) Drug 1: CN1C2=C(C=C(C=C2)N(CCCl)CCCl)N=C1CCCC(=O)O.Cl. Drug 2: C(CCl)NC(=O)N(CCCl)N=O. Cell line: IGROV1. Synergy scores: CSS=9.05, Synergy_ZIP=-3.19, Synergy_Bliss=1.96, Synergy_Loewe=1.46, Synergy_HSA=3.14. (3) Drug 1: CC1=CC=C(C=C1)C2=CC(=NN2C3=CC=C(C=C3)S(=O)(=O)N)C(F)(F)F. Drug 2: C1C(C(OC1N2C=NC3=C(N=C(N=C32)Cl)N)CO)O. Cell line: PC-3. Synergy scores: CSS=9.10, Synergy_ZIP=1.02, Synergy_Bliss=1.41, Synergy_Loewe=-8.92, Synergy_HSA=0.0412. (4) Drug 1: CC1=C(C=C(C=C1)C(=O)NC2=CC(=CC(=C2)C(F)(F)F)N3C=C(N=C3)C)NC4=NC=CC(=N4)C5=CN=CC=C5. Drug 2: CC1CCCC2(C(O2)CC(NC(=O)CC(C(C(=O)C(C1O)C)(C)C)O)C(=CC3=CSC(=N3)C)C)C. Cell line: HOP-92. Synergy scores: CSS=25.5, Synergy_ZIP=-5.56, Synergy_Bliss=-4.18, Synergy_Loewe=-1.34, Synergy_HSA=0.111. (5) Drug 1: C1=CC(=CC=C1CCCC(=O)O)N(CCCl)CCCl. Drug 2: CCC1(CC2CC(C3=C(CCN(C2)C1)C4=CC=CC=C4N3)(C5=C(C=C6C(=C5)C78CCN9C7C(C=CC9)(C(C(C8N6C)(C(=O)OC)O)OC(=O)C)CC)OC)C(=O)OC)O.OS(=O)(=O)O. Cell line: M14. Synergy scores: CSS=17.0, Synergy_ZIP=-14.5, Synergy_Bliss=-6.08, Synergy_Loewe=-22.7, Synergy_HSA=-4.87.